This data is from Catalyst prediction with 721,799 reactions and 888 catalyst types from USPTO. The task is: Predict which catalyst facilitates the given reaction. (1) Reactant: [CH2:1]([O:8][C:9]1[C:10]([CH2:17][N:18]([CH2:26][C:27]2[CH:32]=[C:31]([CH:33]=[O:34])[CH:30]=[C:29]([CH2:35][O:36][Si:37]([C:40]([CH3:43])([CH3:42])[CH3:41])([CH3:39])[CH3:38])[N:28]=2)[C:19](=[O:25])[O:20][C:21]([CH3:24])([CH3:23])[CH3:22])=[N:11][C:12]([O:15][CH3:16])=[CH:13][CH:14]=1)[C:2]1[CH:7]=[CH:6][CH:5]=[CH:4][CH:3]=1.[NH2:44][CH2:45][C:46]1([CH2:49]O)[CH2:48][CH2:47]1. Product: [CH2:1]([O:8][C:9]1[C:10]([CH2:17][N:18]([CH2:26][C:27]2[CH:32]=[C:31]([CH:33]3[NH:44][CH2:45][C:46]4([CH2:48][CH2:47]4)[CH2:49][O:34]3)[CH:30]=[C:29]([CH2:35][O:36][Si:37]([C:40]([CH3:43])([CH3:42])[CH3:41])([CH3:39])[CH3:38])[N:28]=2)[C:19](=[O:25])[O:20][C:21]([CH3:24])([CH3:23])[CH3:22])=[N:11][C:12]([O:15][CH3:16])=[CH:13][CH:14]=1)[C:2]1[CH:7]=[CH:6][CH:5]=[CH:4][CH:3]=1. The catalyst class is: 26. (2) Reactant: [NH2:1][C:2]1[CH:12]=[CH:11][C:5]2[CH2:6][CH2:7][NH:8][CH2:9][CH2:10][C:4]=2[CH:3]=1.[CH2:13]([N:20]=[C:21]=[O:22])[C:14]1[CH:19]=[CH:18][CH:17]=[CH:16][CH:15]=1. Product: [CH2:13]([NH:20][C:21]([N:8]1[CH2:7][CH2:6][C:5]2[CH:11]=[CH:12][C:2]([NH:1][C:21]([NH:20][CH2:13][C:14]3[CH:19]=[CH:18][CH:17]=[CH:16][CH:15]=3)=[O:22])=[CH:3][C:4]=2[CH2:10][CH2:9]1)=[O:22])[C:14]1[CH:19]=[CH:18][CH:17]=[CH:16][CH:15]=1. The catalyst class is: 22.